This data is from Reaction yield outcomes from USPTO patents with 853,638 reactions. The task is: Predict the reaction yield, written as a fraction of the theoretical maximum amount of product (1.0 means a 100% yield; for example, 0.34 means a 34% yield). (1) The reactants are [C:1]([O:5][C:6]([N:8]([CH2:19][C:20]1[CH:25]=[CH:24][C:23]([N+:26]([O-])=O)=[CH:22][CH:21]=1)[CH2:9][C:10]1[CH:15]=[CH:14][C:13]([N+:16]([O-])=O)=[CH:12][CH:11]=1)=[O:7])([CH3:4])([CH3:3])[CH3:2].[H][H]. The catalyst is O1CCCC1.[Pt].[C]. The product is [C:1]([O:5][C:6]([N:8]([CH2:9][C:10]1[CH:11]=[CH:12][C:13]([NH2:16])=[CH:14][CH:15]=1)[CH2:19][C:20]1[CH:25]=[CH:24][C:23]([NH2:26])=[CH:22][CH:21]=1)=[O:7])([CH3:4])([CH3:2])[CH3:3]. The yield is 0.900. (2) The reactants are [OH:1][C:2]1[CH:3]=[C:4]([N:8]2[C:17](=[O:18])[C:16]3[C:11](=[CH:12][CH:13]=[CH:14][C:15]=3[CH3:19])[N:10]=[C:9]2[CH:20]([NH:22][C:23]2[N:31]=[CH:30][N:29]=[C:28]3[C:24]=2[N:25]=[CH:26][N:27]3[CH2:32][O:33][CH2:34][CH2:35][Si:36]([CH3:39])([CH3:38])[CH3:37])[CH3:21])[CH:5]=[CH:6][CH:7]=1.C(N(CC)CC)C.C1C=CC(N([S:54]([C:57]([F:60])([F:59])[F:58])(=[O:56])=[O:55])[S:54]([C:57]([F:60])([F:59])[F:58])(=[O:56])=[O:55])=CC=1. The catalyst is C(Cl)Cl. The product is [CH3:19][C:15]1[CH:14]=[CH:13][CH:12]=[C:11]2[C:16]=1[C:17](=[O:18])[N:8]([C:4]1[CH:3]=[C:2]([O:1][S:54]([C:57]([F:60])([F:59])[F:58])(=[O:56])=[O:55])[CH:7]=[CH:6][CH:5]=1)[C:9]([CH:20]([NH:22][C:23]1[N:31]=[CH:30][N:29]=[C:28]3[C:24]=1[N:25]=[CH:26][N:27]3[CH2:32][O:33][CH2:34][CH2:35][Si:36]([CH3:37])([CH3:39])[CH3:38])[CH3:21])=[N:10]2. The yield is 0.770. (3) The reactants are [CH3:1][C@H:2]([C@@:10]([OH:25])([C:17]1[CH:18]=[CH:19][C:20]([F:24])=[CH:21][C:22]=1[F:23])[CH2:11][N:12]1[N:16]=[CH:15][N:14]=[CH:13]1)[C:3]1[N:8]=[CH:7][N:6]=[CH:5][C:4]=1[F:9].[C@@]12(CS([O-])(=O)=O)C(C)(C)C(CC1)CC2=O.[OH-].[Na+]. The yield is 0.872. The catalyst is O. The product is [CH3:1][C@H:2]([C@@:10]([OH:25])([C:17]1[CH:18]=[CH:19][C:20]([F:24])=[CH:21][C:22]=1[F:23])[CH2:11][N:12]1[N:16]=[CH:15][N:14]=[CH:13]1)[C:3]1[N:8]=[CH:7][N:6]=[CH:5][C:4]=1[F:9]. (4) The reactants are [CH:1]1[C:11]2[CH2:10][CH2:9][C:8]3[CH:12]=[CH:13][CH:14]=[CH:15][C:7]=3[C:6](=[CH:16][C:17]3[CH:22]=[CH:21][CH:20]=[CH:19][C:18]=3B(O)O)[C:5]=2[CH:4]=[CH:3][CH:2]=1.Cl[C:27]1[CH:32]=[N:31][CH:30]=[CH:29][N:28]=1.[F-].[Cs+]. The catalyst is O1CCOCC1.O.C1C=CC(P(C2C=CC=CC=2)[C-]2C=CC=C2)=CC=1.C1C=CC(P(C2C=CC=CC=2)[C-]2C=CC=C2)=CC=1.Cl[Pd]Cl.[Fe+2]. The product is [CH:1]1[C:11]2[CH2:10][CH2:9][C:8]3[CH:12]=[CH:13][CH:14]=[CH:15][C:7]=3[C:6](=[CH:16][C:17]3[CH:22]=[CH:21][CH:20]=[CH:19][C:18]=3[C:27]3[CH:32]=[N:31][CH:30]=[CH:29][N:28]=3)[C:5]=2[CH:4]=[CH:3][CH:2]=1. The yield is 0.0200. (5) The catalyst is CO.[Fe]. The yield is 0.830. The product is [CH:1]1([C:4]2[O:5][C:6]3[C:12]([I:13])=[CH:11][C:10]([NH2:14])=[CH:9][C:7]=3[CH:8]=2)[CH2:3][CH2:2]1. The reactants are [CH:1]1([C:4]2[O:5][C:6]3[C:12]([I:13])=[CH:11][C:10]([N+:14]([O-])=O)=[CH:9][C:7]=3[CH:8]=2)[CH2:3][CH2:2]1.[NH4+].[Cl-].C(Cl)Cl.